This data is from Reaction yield outcomes from USPTO patents with 853,638 reactions. The task is: Predict the reaction yield, written as a fraction of the theoretical maximum amount of product (1.0 means a 100% yield; for example, 0.34 means a 34% yield). (1) The reactants are [CH2:1]([C:5]1[N:10]2[N:11]=[CH:12][CH:13]=[C:9]2[N:8]([C@H:14]2[CH2:19][CH2:18][C@H:17]([OH:20])[CH2:16][CH2:15]2)[C:7](=[O:21])[C:6]=1[CH2:22][C:23]1[CH:24]=[CH:25][C:26]([C:29]2[CH:36]=[CH:35][CH:34]=[CH:33][C:30]=2[C:31]#[N:32])=[N:27][CH:28]=1)[CH2:2][CH2:3][CH3:4].[N+](=[CH:39][C:40]([O:42][CH2:43][CH3:44])=[O:41])=[N-].C(OCC)(=O)C.O. The catalyst is C1(C)C=CC=CC=1.C([O-])(=O)C.[Rh+3].C([O-])(=O)C.C([O-])(=O)C. The product is [CH2:1]([C:5]1[N:10]2[N:11]=[CH:12][CH:13]=[C:9]2[N:8]([C@H:14]2[CH2:19][CH2:18][C@H:17]([O:20][CH2:39][C:40]([O:42][CH2:43][CH3:44])=[O:41])[CH2:16][CH2:15]2)[C:7](=[O:21])[C:6]=1[CH2:22][C:23]1[CH:28]=[N:27][C:26]([C:29]2[CH:36]=[CH:35][CH:34]=[CH:33][C:30]=2[C:31]#[N:32])=[CH:25][CH:24]=1)[CH2:2][CH2:3][CH3:4]. The yield is 0.470. (2) The yield is 0.800. The reactants are [C:1]([O:4][C@H:5]1[C@H:11]([O:12][C:13](=[O:15])[CH3:14])[C@@H:10]([O:16][C:17](=[O:19])[CH3:18])[C@:9]2([C:21]3[CH:26]=[CH:25][C:24]([Cl:27])=[C:23]([CH2:28][C:29]4[CH:34]=[CH:33][C:32]([C:35](=O)[CH3:36])=[CH:31][CH:30]=4)[CH:22]=3)[O:20][C@@:6]1([CH2:38][O:39][C:40](=[O:42])[CH3:41])[CH2:7][O:8]2)(=[O:3])[CH3:2].N1C=CC=CC=1.Cl.[CH2:50]([O:52][NH2:53])[CH3:51]. The catalyst is C(O)C. The product is [C:1]([O:4][C@H:5]1[C@H:11]([O:12][C:13](=[O:15])[CH3:14])[C@@H:10]([O:16][C:17](=[O:19])[CH3:18])[C@:9]2([C:21]3[CH:26]=[CH:25][C:24]([Cl:27])=[C:23]([CH2:28][C:29]4[CH:30]=[CH:31][C:32]([C:35](=[N:53][O:52][CH2:50][CH3:51])[CH3:36])=[CH:33][CH:34]=4)[CH:22]=3)[O:20][C@@:6]1([CH2:38][O:39][C:40](=[O:42])[CH3:41])[CH2:7][O:8]2)(=[O:3])[CH3:2]. (3) The reactants are C[O:2][C:3]1[CH:8]=[C:7]([O:9]C)[CH:6]=[CH:5][C:4]=1[C:11](=[O:23])[CH2:12][C:13]1[CH:22]=[CH:21][C:16]([C:17]([O:19][CH3:20])=[O:18])=[CH:15][CH:14]=1.B(Br)(Br)Br.[CH2:28](Cl)Cl. No catalyst specified. The product is [OH:2][C:3]1[CH:8]=[C:7]([OH:9])[CH:6]=[CH:5][C:4]=1[C:11](=[O:23])[CH2:12][C:13]1[CH:22]=[CH:21][C:16]([C:17]([O:19][CH2:20][CH3:28])=[O:18])=[CH:15][CH:14]=1. The yield is 0.580. (4) The reactants are [F:1][C:2]1[CH:3]=[C:4]([C:8]2[CH:9]=[C:10]([CH2:15][NH:16][C:17]3[C:18]([CH3:32])=[C:19]([CH:28]=[CH:29][C:30]=3[CH3:31])[O:20][CH2:21][C:22]([O:24]C(C)C)=[O:23])[CH:11]=[C:12]([OH:14])[CH:13]=2)[CH:5]=[CH:6][CH:7]=1.[OH-].[Na+]. The catalyst is C1COCC1. The product is [F:1][C:2]1[CH:3]=[C:4]([C:8]2[CH:9]=[C:10]([CH2:15][NH:16][C:17]3[C:18]([CH3:32])=[C:19]([CH:28]=[CH:29][C:30]=3[CH3:31])[O:20][CH2:21][C:22]([OH:24])=[O:23])[CH:11]=[C:12]([OH:14])[CH:13]=2)[CH:5]=[CH:6][CH:7]=1. The yield is 0.660. (5) The reactants are [CH3:1][O:2][C:3]1[C:8]2[N:9]=[C:10]([NH:12][C:13]([C:15]3[S:16][C:17]([CH3:20])=[CH:18][CH:19]=3)=[O:14])[S:11][C:7]=2[C:6](I)=[CH:5][CH:4]=1.C[Sn](C)(C)[C:24]1[CH:25]=[C:26]([NH2:30])[CH:27]=[CH:28][CH:29]=1. No catalyst specified. The product is [NH2:30][C:26]1[CH:25]=[C:24]([C:6]2[C:7]3[S:11][C:10]([NH:12][C:13]([C:15]4[S:16][C:17]([CH3:20])=[CH:18][CH:19]=4)=[O:14])=[N:9][C:8]=3[C:3]([O:2][CH3:1])=[CH:4][CH:5]=2)[CH:29]=[CH:28][CH:27]=1. The yield is 0.560. (6) The reactants are C[Al](C)C.[Cl:5][C:6]1[CH:7]=[C:8]([NH2:13])[CH:9]=[CH:10][C:11]=1[CH3:12].C([O:16][C:17]([C@H:19]1[CH2:24][CH2:23][CH2:22][N:21]([C:25](=[O:33])[C:26]2[CH:31]=[CH:30][CH:29]=[CH:28][C:27]=2[CH3:32])[C@H:20]1[C:34]1[CH:39]=[CH:38][C:37]([NH:40][CH:41]2[CH2:45][CH2:44][CH2:43][CH2:42]2)=[CH:36][CH:35]=1)=O)C. The catalyst is ClC(Cl)C.C(Cl)Cl. The product is [Cl:5][C:6]1[CH:7]=[C:8]([NH:13][C:17]([C@H:19]2[CH2:24][CH2:23][CH2:22][N:21]([C:25](=[O:33])[C:26]3[CH:31]=[CH:30][CH:29]=[CH:28][C:27]=3[CH3:32])[C@H:20]2[C:34]2[CH:39]=[CH:38][C:37]([NH:40][CH:41]3[CH2:45][CH2:44][CH2:43][CH2:42]3)=[CH:36][CH:35]=2)=[O:16])[CH:9]=[CH:10][C:11]=1[CH3:12]. The yield is 0.500. (7) The yield is 0.920. The product is [CH3:19][O:20][C:21](=[O:25])[CH2:22][CH2:23][NH:24][C:13](=[O:15])[C:12]1[CH:11]=[CH:10][C:9]([O:8][CH2:1][C:2]2[CH:3]=[CH:4][CH:5]=[CH:6][CH:7]=2)=[CH:17][CH:16]=1. The reactants are [CH2:1]([O:8][C:9]1[CH:17]=[CH:16][C:12]([C:13]([OH:15])=O)=[CH:11][CH:10]=1)[C:2]1[CH:7]=[CH:6][CH:5]=[CH:4][CH:3]=1.Cl.[CH3:19][O:20][C:21](=[O:25])[CH2:22][CH2:23][NH2:24].C(N(CC)CC)C.CCN=C=NCCCN(C)C. The catalyst is C(Cl)Cl.CN(C1C=CN=CC=1)C. (8) The reactants are C[O:2][C:3]1[CH:8]=[CH:7][C:6]([CH3:9])=[CH:5][C:4]=1[C:10](=[O:21])[CH2:11][CH2:12][CH2:13][CH2:14][CH2:15][CH2:16][C:17]([O:19][CH3:20])=[O:18].B(Br)(Br)Br.O. The catalyst is C(Cl)Cl. The product is [OH:2][C:3]1[CH:8]=[CH:7][C:6]([CH3:9])=[CH:5][C:4]=1[C:10](=[O:21])[CH2:11][CH2:12][CH2:13][CH2:14][CH2:15][CH2:16][C:17]([O:19][CH3:20])=[O:18]. The yield is 0.290. (9) The reactants are [F:1][C:2]1[CH:7]=[CH:6][C:5]([C:8]2[N:12]([CH2:13][O:14][CH2:15][CH2:16][Si:17]([CH3:20])([CH3:19])[CH3:18])[C:11]([CH2:21][N:22]([CH:38]3[C:47]4[N:46]=[CH:45][CH:44]=[CH:43][C:42]=4[CH2:41][CH2:40][CH2:39]3)[CH2:23][CH2:24][CH2:25][CH2:26][N:27]3C(=O)C4C(=CC=CC=4)C3=O)=[N:10][CH:9]=2)=[CH:4][CH:3]=1.O.NN. The catalyst is C(O)C. The product is [F:1][C:2]1[CH:3]=[CH:4][C:5]([C:8]2[N:12]([CH2:13][O:14][CH2:15][CH2:16][Si:17]([CH3:19])([CH3:20])[CH3:18])[C:11]([CH2:21][N:22]([CH:38]3[C:47]4[N:46]=[CH:45][CH:44]=[CH:43][C:42]=4[CH2:41][CH2:40][CH2:39]3)[CH2:23][CH2:24][CH2:25][CH2:26][NH2:27])=[N:10][CH:9]=2)=[CH:6][CH:7]=1. The yield is 0.730. (10) The reactants are P(Cl)(Cl)(Cl)=O.[CH3:6][C:7]1[C:11]2[C:12](=[O:23])[N:13]([CH2:16][CH2:17][N:18]3[CH2:22][CH2:21][CH2:20][CH2:19]3)[CH2:14][CH2:15][C:10]=2[NH:9][CH:8]=1.O.[OH-].[Na+].CN(C)[CH:29]=[O:30]. No catalyst specified. The product is [CH3:6][C:7]1[C:11]2[C:12](=[O:23])[N:13]([CH2:16][CH2:17][N:18]3[CH2:22][CH2:21][CH2:20][CH2:19]3)[CH2:14][CH2:15][C:10]=2[NH:9][C:8]=1[CH:29]=[O:30]. The yield is 0.514.